This data is from Forward reaction prediction with 1.9M reactions from USPTO patents (1976-2016). The task is: Predict the product of the given reaction. (1) Given the reactants [H-].[Al+3].[Li+].[H-].[H-].[H-].[Cl:7][C:8]1[CH:9]=[CH:10][C:11]2[N:17]3[C:18]([CH3:21])=[N:19][N:20]=[C:16]3[C@@H:15]([CH2:22][C:23](OCC)=[O:24])[O:14][C@H:13]([C:28]3[CH:33]=[CH:32][CH:31]=[C:30]([O:34][CH3:35])[C:29]=3[O:36][CH3:37])[C:12]=2[CH:38]=1.C(C(C(C([O-])=O)O)O)([O-])=O.[Na+].[K+], predict the reaction product. The product is: [Cl:7][C:8]1[CH:9]=[CH:10][C:11]2[N:17]3[C:18]([CH3:21])=[N:19][N:20]=[C:16]3[C@@H:15]([CH2:22][CH2:23][OH:24])[O:14][C@H:13]([C:28]3[CH:33]=[CH:32][CH:31]=[C:30]([O:34][CH3:35])[C:29]=3[O:36][CH3:37])[C:12]=2[CH:38]=1. (2) Given the reactants [CH3:1][O:2][C:3](=[O:21])[CH:4]([N:13]1[C:17]([CH2:18][CH2:19][OH:20])=[CH:16][N:15]=[CH:14]1)[C:5]1[CH:10]=[CH:9][CH:8]=[CH:7][C:6]=1[O:11][CH3:12].CCN(CC)CC.[CH3:29][S:30](Cl)(=[O:32])=[O:31], predict the reaction product. The product is: [CH3:1][O:2][C:3](=[O:21])[CH:4]([N:13]1[C:17]([CH2:18][CH2:19][O:20][S:30]([CH3:29])(=[O:32])=[O:31])=[CH:16][N:15]=[CH:14]1)[C:5]1[CH:10]=[CH:9][CH:8]=[CH:7][C:6]=1[O:11][CH3:12]. (3) Given the reactants [NH:1]1[C:9]2[C:4](=[CH:5][CH:6]=[CH:7][CH:8]=2)[C:3]([C:10]([OH:12])=[O:11])=[CH:2]1.[Br:13]Br, predict the reaction product. The product is: [Br:13][C:7]1[CH:8]=[C:9]2[C:4]([C:3]([C:10]([OH:12])=[O:11])=[CH:2][NH:1]2)=[CH:5][CH:6]=1. (4) Given the reactants P(Br)(Br)([Br:3])=O.O[C:7]1[C:17]2[CH2:16][CH2:15][N:14]([C:18](=[O:23])[C:19]([F:22])([F:21])[F:20])[CH2:13][CH:12]([CH3:24])[C:11]=2[NH:10][C:9](=[O:25])[CH:8]=1, predict the reaction product. The product is: [Br:3][C:7]1[C:17]2[CH2:16][CH2:15][N:14]([C:18](=[O:23])[C:19]([F:22])([F:21])[F:20])[CH2:13][CH:12]([CH3:24])[C:11]=2[NH:10][C:9](=[O:25])[CH:8]=1. (5) Given the reactants [Br:1][C:2]1[CH:3]=[C:4]([N:9]2[C:13](=[O:14])[O:12][N:11]=[C:10]2[C:15]2[C:16]([NH:20][CH2:21][CH2:22][NH:23][S:24]([NH:27]C(=O)OC(C)(C)C)(=[O:26])=[O:25])=[N:17][O:18][N:19]=2)[CH:5]=[CH:6][C:7]=1[F:8].Cl, predict the reaction product. The product is: [Br:1][C:2]1[CH:3]=[C:4]([N:9]2[C:13](=[O:14])[O:12][N:11]=[C:10]2[C:15]2[C:16]([NH:20][CH2:21][CH2:22][NH:23][S:24]([NH2:27])(=[O:25])=[O:26])=[N:17][O:18][N:19]=2)[CH:5]=[CH:6][C:7]=1[F:8]. (6) Given the reactants [C:1]1([C:7]([C:11]2[CH:16]=[CH:15][CH:14]=[CH:13][CH:12]=2)=[CH:8][CH:9]=O)[CH:6]=[CH:5][CH:4]=[CH:3][CH:2]=1.[C:17]([CH:22]=C1CCP(C2C=CC=CC=2)C1(C1C=CC=CC=1)C1C=CC=CC=1)([O:19][CH2:20][CH3:21])=[O:18].C(O)(=O)C1C=CC=CC=1.C1C=CC=CC=1, predict the reaction product. The product is: [C:1]1([C:7]([C:11]2[CH:16]=[CH:15][CH:14]=[CH:13][CH:12]=2)=[CH:8][CH:9]=[CH:22][C:17]([O:19][CH2:20][CH3:21])=[O:18])[CH:6]=[CH:5][CH:4]=[CH:3][CH:2]=1. (7) The product is: [Cl:1][C:2]1[N:7]=[CH:6][C:5]([CH2:8][N:9]([CH2:14][CH:15]([CH3:17])[CH3:16])[CH2:10][CH2:11][OH:12])=[CH:4][CH:3]=1. Given the reactants [Cl:1][C:2]1[N:7]=[CH:6][C:5]([CH2:8][NH:9][CH2:10][CH2:11][OH:12])=[CH:4][CH:3]=1.I[CH2:14][CH:15]([CH3:17])[CH3:16].C(N(C(C)C)CC)(C)C, predict the reaction product.